This data is from Forward reaction prediction with 1.9M reactions from USPTO patents (1976-2016). The task is: Predict the product of the given reaction. (1) Given the reactants C[Al](C)C.[C:5](C1C=C(C)C=C(C(C)(C)C)C=1O)(C)(C)C.[CH2:21]([C@@H:26]1[CH2:30][CH2:29][CH2:28][C:27]1=[O:31])[CH2:22][CH2:23][CH:24]=[CH2:25].[Li]C.CCOCC.Cl, predict the reaction product. The product is: [CH3:5][C@@:27]1([OH:31])[CH2:28][CH2:29][CH2:30][C@H:26]1[CH2:21][CH2:22][CH2:23][CH:24]=[CH2:25]. (2) Given the reactants Br[C:2]1[CH:3]=[C:4]([C:8]2[N:13]=[C:12]([C:14]([F:17])([F:16])[F:15])[CH:11]=[C:10]([C:18]3[CH:23]=[CH:22][C:21]([C:24]([F:27])([F:26])[F:25])=[CH:20][CH:19]=3)[N:9]=2)[CH:5]=[CH:6][CH:7]=1.[NH2:28][C:29]1[CH:34]=[CH:33][C:32](B2OC(C)(C)C(C)(C)O2)=[CH:31][N:30]=1, predict the reaction product. The product is: [F:15][C:14]([F:17])([F:16])[C:12]1[CH:11]=[C:10]([C:18]2[CH:23]=[CH:22][C:21]([C:24]([F:27])([F:26])[F:25])=[CH:20][CH:19]=2)[N:9]=[C:8]([C:4]2[CH:3]=[C:2]([C:32]3[CH:33]=[CH:34][C:29]([NH2:28])=[N:30][CH:31]=3)[CH:7]=[CH:6][CH:5]=2)[N:13]=1. (3) Given the reactants [F:1][C:2]1[N:7]=[C:6]([C:8]([OH:10])=O)[CH:5]=[CH:4][CH:3]=1.CCN=C=NCCCN(C)C.Cl.[Cl:23][C:24]1[C:32]([C:33]#[N:34])=[CH:31][CH:30]=[C:29]2[C:25]=1[CH:26]=[C:27]([CH:40]([F:42])[F:41])[N:28]2[CH2:35][C:36]([NH:38][NH2:39])=O.S(Cl)(C1C=CC(C)=CC=1)(=O)=O, predict the reaction product. The product is: [Cl:23][C:24]1[C:32]([C:33]#[N:34])=[CH:31][CH:30]=[C:29]2[C:25]=1[CH:26]=[C:27]([CH:40]([F:41])[F:42])[N:28]2[CH2:35][C:36]1[O:10][C:8]([C:6]2[CH:5]=[CH:4][CH:3]=[C:2]([F:1])[N:7]=2)=[N:39][N:38]=1. (4) Given the reactants [CH3:1][O:2][C:3]1[CH:26]=[CH:25][C:6]([CH2:7][N:8]2[C:16]3[C:11](=[CH:12][C:13](/[CH:17]=[C:18]4/[C:19](=[O:24])[NH:20][C:21](=[O:23])[S:22]/4)=[CH:14][CH:15]=3)[CH:10]=[N:9]2)=[C:5]([C:27]([F:30])([F:29])[F:28])[CH:4]=1.Cl.Cl[CH2:33][CH2:34][N:35]([CH3:37])[CH3:36], predict the reaction product. The product is: [CH3:36][N:35]([CH3:37])[CH2:34][CH2:33][N:20]1[C:19](=[O:24])/[C:18](=[CH:17]/[C:13]2[CH:12]=[C:11]3[C:16](=[CH:15][CH:14]=2)[N:8]([CH2:7][C:6]2[CH:25]=[CH:26][C:3]([O:2][CH3:1])=[CH:4][C:5]=2[C:27]([F:30])([F:29])[F:28])[N:9]=[CH:10]3)/[S:22][C:21]1=[O:23]. (5) Given the reactants [CH3:1][N:2]([CH2:13][C:14]1[N:15]=[C:16]2[CH:21]=[CH:20][CH:19]=[CH:18][N:17]2[C:22]=1[C:23]([OH:25])=O)[CH:3]1[C:12]2[N:11]=[CH:10][CH:9]=[CH:8][C:7]=2[CH2:6][CH2:5][CH2:4]1.[N:26]1([CH2:31][CH2:32][NH2:33])[CH2:30][CH2:29][CH2:28][CH2:27]1.O.ON1C2C=CC=CC=2N=N1.Cl.CN(C)CCCN=C=NCC.FC(F)(F)C(O)=O, predict the reaction product. The product is: [CH3:1][N:2]([CH2:13][C:14]1[N:15]=[C:16]2[CH:21]=[CH:20][CH:19]=[CH:18][N:17]2[C:22]=1[C:23]([NH:33][CH2:32][CH2:31][N:26]1[CH2:30][CH2:29][CH2:28][CH2:27]1)=[O:25])[CH:3]1[C:12]2[N:11]=[CH:10][CH:9]=[CH:8][C:7]=2[CH2:6][CH2:5][CH2:4]1. (6) The product is: [Cl:43][C:44]1[CH:50]=[CH:49][C:48]([S:51][C:52]([C:55]2[CH:60]=[CH:59][CH:58]=[CH:57][C:56]=2[O:61][CH2:62][CH2:63][OH:64])([CH3:54])[CH3:53])=[CH:47][C:45]=1[NH2:46].[Si:14]([O:15][CH2:16][CH2:17][O:18][C:19]1[CH:24]=[CH:23][CH:22]=[CH:21][C:20]=1[C:25]([CH3:27])([S:9][C:6]1[CH:7]=[CH:8][C:2]([Cl:1])=[C:3]([CH:5]=1)[NH2:4])[CH3:26])([C:10]([CH3:13])([CH3:12])[CH3:11])([CH3:29])[CH3:30]. Given the reactants [Cl:1][C:2]1[CH:8]=[CH:7][C:6]([SH:9])=[CH:5][C:3]=1[NH2:4].[C:10]([Si:14]([CH3:30])([CH3:29])[O:15][CH2:16][CH2:17][O:18][C:19]1[CH:24]=[CH:23][CH:22]=[CH:21][C:20]=1[C:25](O)([CH3:27])[CH3:26])([CH3:13])([CH3:12])[CH3:11].COC1C=CC=CC=1C(O)(C)C.[Cl:43][C:44]1[CH:50]=[CH:49][C:48]([S:51][C:52]([C:55]2[CH:60]=[CH:59][CH:58]=[CH:57][C:56]=2[O:61][CH2:62][CH2:63][OH:64])([CH3:54])[CH3:53])=[CH:47][C:45]=1[NH2:46].N1C=CN=C1.[Si](Cl)(C(C)(C)C)(C)C, predict the reaction product.